Dataset: Reaction yield outcomes from USPTO patents with 853,638 reactions. Task: Predict the reaction yield, written as a fraction of the theoretical maximum amount of product (1.0 means a 100% yield; for example, 0.34 means a 34% yield). (1) The reactants are [CH3:1][O:2][C:3]1[CH:4]=[CH:5][C:6]([NH2:9])=[N:7][CH:8]=1.[N+:10]([C:13]1[CH:18]=[CH:17][C:16]([S:19](Cl)(=[O:21])=[O:20])=[CH:15][CH:14]=1)([O-])=O. The catalyst is N1C=CC=CC=1. The product is [NH2:10][C:13]1[CH:18]=[CH:17][C:16]([S:19]([NH:9][C:6]2[CH:5]=[CH:4][C:3]([O:2][CH3:1])=[CH:8][N:7]=2)(=[O:21])=[O:20])=[CH:15][CH:14]=1. The yield is 0.520. (2) The catalyst is [Pd].CCOC(C)=O. The product is [CH2:8]([C:9]1[CH:10]=[C:11]([CH:14]=[O:15])[S:12][CH:13]=1)[CH2:7][C:1]1[CH:2]=[CH:3][CH:4]=[CH:5][CH:6]=1. The yield is 0.950. The reactants are [C:1]1([C:7]#[C:8][C:9]2[CH:10]=[C:11]([CH:14]=[O:15])[S:12][CH:13]=2)[CH:6]=[CH:5][CH:4]=[CH:3][CH:2]=1. (3) The reactants are C(NC(C)C)(C)C.[Li]CCCC.[Cl:13][C:14]1[CH:23]=[CH:22][C:21]2[C:16](=[CH:17][CH:18]=[C:19]([C:24]([F:27])([F:26])[F:25])[CH:20]=2)[N:15]=1.[C:28](=[O:30])=[O:29]. The catalyst is C1COCC1. The product is [Cl:13][C:14]1[C:23]([C:28]([OH:30])=[O:29])=[CH:22][C:21]2[C:16](=[CH:17][CH:18]=[C:19]([C:24]([F:26])([F:25])[F:27])[CH:20]=2)[N:15]=1. The yield is 0.720. (4) The reactants are [NH:1]1[CH2:5][CH2:4][CH2:3][C@H:2]1[CH2:6][OH:7].C(N(CC)CC)C.[C:15](O[C:15]([O:16][C:17]([CH3:20])([CH3:19])[CH3:18])=[O:21])(=[O:21])[O:16][C:17]([CH3:20])([CH3:19])[CH3:18]. The catalyst is ClCCl. The product is [OH:7][CH2:6][C@@H:2]1[CH2:3][CH2:4][CH2:5][N:1]1[C:15]([O:16][C:17]([CH3:20])([CH3:19])[CH3:18])=[O:21]. The yield is 0.999. (5) The reactants are [C:1]1(=[O:15])[C:14]2[C:5](=[N:6][CH:7]=[C:8]3[C:13]=2[CH:12]=[CH:11][CH:10]=[CH:9]3)[CH:4]=[CH:3][CH2:2]1.[Br:16]Br.O. The catalyst is C(O)(=O)C. The product is [Br:16][CH:2]1[CH:3]=[CH:4][C:5]2[C:14](=[C:13]3[C:8](=[CH:7][N:6]=2)[CH:9]=[CH:10][CH:11]=[CH:12]3)[C:1]1=[O:15]. The yield is 0.908. (6) The reactants are C1C=CC(P(C2C=CC=CC=2)C2C=CC=CC=2)=CC=1.[CH3:20][C:21]1[C:25](B2OC(C)(C)C(C)(C)O2)=[C:24]([CH3:35])[O:23][N:22]=1.I[C:37]1[CH:38]=[C:39]([CH:41]=[CH:42][C:43]=1[O:44][CH3:45])[NH2:40].C([O-])([O-])=O.[Cs+].[Cs+]. The catalyst is CC([O-])=O.CC([O-])=O.[Pd+2]. The product is [CH3:20][C:21]1[C:25]([C:37]2[CH:38]=[C:39]([CH:41]=[CH:42][C:43]=2[O:44][CH3:45])[NH2:40])=[C:24]([CH3:35])[O:23][N:22]=1. The yield is 0.930. (7) The reactants are Br[C:2]1[CH:3]=[CH:4][C:5]2[O:22][C:9]3[CH2:10][N:11]([C:15]([O:17][C:18]([CH3:21])([CH3:20])[CH3:19])=[O:16])[CH2:12][CH2:13][CH2:14][C:8]=3[C:6]=2[CH:7]=1.[F:23][C:24]1[CH:25]=[CH:26][C:27]([CH2:30][O:31][C:32]2[CH:37]=[CH:36][NH:35][C:34](=[O:38])[CH:33]=2)=[N:28][CH:29]=1. No catalyst specified. The product is [F:23][C:24]1[CH:25]=[CH:26][C:27]([CH2:30][O:31][C:32]2[CH:37]=[CH:36][N:35]([C:2]3[CH:3]=[CH:4][C:5]4[O:22][C:9]5[CH2:10][N:11]([C:15]([O:17][C:18]([CH3:21])([CH3:20])[CH3:19])=[O:16])[CH2:12][CH2:13][CH2:14][C:8]=5[C:6]=4[CH:7]=3)[C:34](=[O:38])[CH:33]=2)=[N:28][CH:29]=1. The yield is 0.620. (8) The reactants are ClC(Cl)C.[Cl:5][C:6]1[CH:7]=[C:8]([NH:12][C:13]([C:15]2[O:16][C:17]3[C:23]([N:24]4[CH2:28][CH2:27][CH2:26][CH2:25]4)=[CH:22][CH:21]=[CH:20][C:18]=3[CH:19]=2)=O)[CH:9]=[CH:10][CH:11]=1.P(Cl)(Cl)(Cl)(Cl)Cl.[ClH:35].[NH2:36][OH:37].C(N(CC)CC)C. The catalyst is C(#N)C.C(OCC)(=O)C. The product is [Cl:35][C:19]1[C:18]2[CH:20]=[CH:21][CH:22]=[C:23]([N:24]3[CH2:28][CH2:27][CH2:26][CH2:25]3)[C:17]=2[O:16][C:15]=1[C:13]([NH:12][C:8]1[CH:9]=[CH:10][CH:11]=[C:6]([Cl:5])[CH:7]=1)=[N:36][OH:37]. The yield is 0.130.